Dataset: Forward reaction prediction with 1.9M reactions from USPTO patents (1976-2016). Task: Predict the product of the given reaction. (1) Given the reactants C1(C2C=CC([N:13]([CH2:25][C:26]3[CH:31]=[CH:30][C:29]([CH:32]([OH:39])[CH2:33][C:34]4[N:35]=[N:36][NH:37][N:38]=4)=[CH:28][CH:27]=3)[C:14]([NH:16][C:17]3[CH:22]=[C:21]([Cl:23])[CH:20]=[C:19]([Cl:24])[CH:18]=3)=[O:15])=CC=2)CCCCC=1.C(O[C:44](=[O:46])[CH3:45])(=O)C.[CH2:47](O)[CH3:48], predict the reaction product. The product is: [C:17]1([C:48]2[CH:47]=[CH:28][C:27]([CH:25]([NH:13][C:14]([NH:16][C:17]3[CH:18]=[C:19]([Cl:24])[CH:20]=[C:21]([Cl:23])[CH:22]=3)=[O:15])[C:26]3[CH:31]=[CH:30][C:29]([CH:32]([O:39][C:44](=[O:46])[CH3:45])[CH2:33][C:34]4[N:35]=[N:36][NH:37][N:38]=4)=[CH:28][CH:27]=3)=[CH:26][CH:25]=2)[CH2:22][CH2:21][CH2:20][CH2:19][CH:18]=1. (2) Given the reactants C(NC(=O)CCN1CCC(NC[C@H](O)[C:21]2[CH:30]=[CH:29][C:28](O)=[C:27]3[C:22]=2[CH:23]=[CH:24][C:25](=O)[NH:26]3)CC1)C1C=CC=CC=1.[Si:35]([O:42][C@H:43]([C:57]1[CH:66]=[CH:65][C:64]([OH:67])=[C:63]2[C:58]=1[CH:59]=[CH:60][C:61](=[O:68])[NH:62]2)[CH2:44][NH:45][CH:46]1[CH2:51][CH2:50][N:49]([CH2:52][CH2:53][C:54]([OH:56])=O)[CH2:48][CH2:47]1)([C:38]([CH3:41])([CH3:40])[CH3:39])([CH3:37])[CH3:36].C1C2C(=CC=CC=2)CCN1.CN(C(ON1N=NC2C=CC=NC1=2)=[N+](C)C)C.F[P-](F)(F)(F)(F)F, predict the reaction product. The product is: [Si:35]([O:42][C@H:43]([C:57]1[CH:66]=[CH:65][C:64]([OH:67])=[C:63]2[C:58]=1[CH:59]=[CH:60][C:61](=[O:68])[NH:62]2)[CH2:44][NH:45][CH:46]1[CH2:51][CH2:50][N:49]([CH2:52][CH2:53][C:54]([N:26]2[CH2:25][CH2:24][C:23]3[C:28](=[CH:29][CH:30]=[CH:21][CH:22]=3)[CH2:27]2)=[O:56])[CH2:48][CH2:47]1)([C:38]([CH3:40])([CH3:39])[CH3:41])([CH3:36])[CH3:37]. (3) Given the reactants [NH2:1][C:2]1[CH:3]=[C:4]([C:8]2[C:16]3[C:11](=[CH:12][CH:13]=[C:14](C#N)[CH:15]=3)[N:10]([CH:19]3[CH2:24][CH2:23][CH2:22][CH2:21][O:20]3)[N:9]=2)[CH:5]=[CH:6][CH:7]=1.[O:25]1[CH:29]=[CH:28][CH:27]=[C:26]1Cl.C([N:33]([CH2:36]C)CC)C.[O:38]1CCC[CH2:39]1, predict the reaction product. The product is: [C:36]([CH:22]1[CH2:21][O:20][CH:19]([N:10]2[C:11]3[C:16](=[CH:15][CH:14]=[CH:13][CH:12]=3)[C:8]([C:4]3[CH:3]=[C:2]([NH:1][C:39]([C:26]4[O:25][CH:29]=[CH:28][CH:27]=4)=[O:38])[CH:7]=[CH:6][CH:5]=3)=[N:9]2)[CH2:24][CH2:23]1)#[N:33]. (4) Given the reactants [CH2:1]([N:8]1[C:17]2[C:12](=[CH:13][C:14]([CH:19]=O)=[C:15]([OH:18])[CH:16]=2)[CH2:11][CH2:10][CH2:9]1)[C:2]1[CH:7]=[CH:6][CH:5]=[CH:4][CH:3]=1.C(O)(=O)C.[N+:25](CC)([O-])=O.C([O-])(=O)C.[Na+], predict the reaction product. The product is: [CH2:1]([N:8]1[C:17]2[C:12](=[CH:13][C:14]([C:19]#[N:25])=[C:15]([OH:18])[CH:16]=2)[CH2:11][CH2:10][CH2:9]1)[C:2]1[CH:7]=[CH:6][CH:5]=[CH:4][CH:3]=1. (5) Given the reactants [CH:1]1([CH:4]([C:11]2[CH:16]=[CH:15][CH:14]=[C:13]([CH2:17][O:18][C:19]3[CH:24]=[CH:23][C:22]([C:25]4[CH:30]=[C:29]([O:31][CH3:32])[CH:28]=[CH:27][C:26]=4[F:33])=[C:21](OS(C(F)(F)F)(=O)=O)[CH:20]=3)[CH:12]=2)[CH2:5][C:6]([O:8][CH2:9][CH3:10])=[O:7])[CH2:3][CH2:2]1.[F:42][C:43]([F:54])([F:53])[C:44]1[CH:49]=[CH:48][C:47](B(O)O)=[CH:46][CH:45]=1.C1(P(C2CCCCC2)C2C=CC=CC=2C2C(OC)=CC=CC=2OC)CCCCC1.C(=O)([O-])[O-].[Na+].[Na+], predict the reaction product. The product is: [CH:1]1([CH:4]([C:11]2[CH:16]=[CH:15][CH:14]=[C:13]([CH2:17][O:18][C:19]3[CH:20]=[C:21]([C:47]4[CH:48]=[CH:49][C:44]([C:43]([F:54])([F:53])[F:42])=[CH:45][CH:46]=4)[C:22]([C:25]4[CH:30]=[C:29]([O:31][CH3:32])[CH:28]=[CH:27][C:26]=4[F:33])=[CH:23][CH:24]=3)[CH:12]=2)[CH2:5][C:6]([O:8][CH2:9][CH3:10])=[O:7])[CH2:3][CH2:2]1. (6) Given the reactants [O:1]1[CH2:6][CH2:5][N:4]([C:7]2[CH:12]=[CH:11][C:10]([C:13]3[NH:14][C:15]4[C:20]([N:21]=3)=[C:19]([C:22]3[CH:23]=[CH:24][C:25]([O:30][C@@H:31]5[CH2:35][CH2:34][NH:33][CH2:32]5)=[C:26]([CH:29]=3)[C:27]#[N:28])[N:18]=[CH:17][N:16]=4)=[CH:9][CH:8]=2)[CH2:3][CH2:2]1.[OH:36][C@@H:37]([CH3:41])[C:38](O)=[O:39].CCN(C(C)C)C(C)C.CN(C(ON1N=NC2C=CC=NC1=2)=[N+](C)C)C.F[P-](F)(F)(F)(F)F, predict the reaction product. The product is: [OH:36][C@@H:37]([CH3:41])[C:38]([N:33]1[CH2:34][CH2:35][C@@H:31]([O:30][C:25]2[CH:24]=[CH:23][C:22]([C:19]3[N:18]=[CH:17][N:16]=[C:15]4[C:20]=3[N:21]=[C:13]([C:10]3[CH:9]=[CH:8][C:7]([N:4]5[CH2:5][CH2:6][O:1][CH2:2][CH2:3]5)=[CH:12][CH:11]=3)[NH:14]4)=[CH:29][C:26]=2[C:27]#[N:28])[CH2:32]1)=[O:39]. (7) Given the reactants [N+:1]([C:4]1[CH:9]=[CH:8][C:7]([S:10]([NH2:13])(=[O:12])=[O:11])=[CH:6][CH:5]=1)([O-:3])=[O:2].[CH2:14]([CH2:18][C:19](=O)[CH3:20])[C:15]([CH3:17])=O.C1(C)C=CC(S(O)(=O)=O)=CC=1.C, predict the reaction product. The product is: [CH3:20][C:19]1[N:13]([S:10]([C:7]2[CH:6]=[CH:5][C:4]([N+:1]([O-:3])=[O:2])=[CH:9][CH:8]=2)(=[O:11])=[O:12])[C:15]([CH3:17])=[CH:14][CH:18]=1. (8) Given the reactants [C:1]([O:5][C:6](=[O:34])[NH:7][C:8]1([C:12]2[CH:17]=[CH:16][C:15]([C:18]3[N:19]=[C:20]4[CH:25]=[CH:24][C:23](Br)=[CH:22][N:21]4[C:27]=3[C:28]3[CH:33]=[CH:32][CH:31]=[CH:30][CH:29]=3)=[CH:14][CH:13]=2)[CH2:11][CH2:10][CH2:9]1)([CH3:4])([CH3:3])[CH3:2].C(=O)([O-])[O-].[K+].[K+].[CH2:41](C([SnH3])=C(CCCC)CCCC)[CH2:42]CC, predict the reaction product. The product is: [C:1]([O:5][C:6](=[O:34])[NH:7][C:8]1([C:12]2[CH:17]=[CH:16][C:15]([C:18]3[N:19]=[C:20]4[CH:25]=[CH:24][C:23]([CH:41]=[CH2:42])=[CH:22][N:21]4[C:27]=3[C:28]3[CH:33]=[CH:32][CH:31]=[CH:30][CH:29]=3)=[CH:14][CH:13]=2)[CH2:11][CH2:10][CH2:9]1)([CH3:4])([CH3:3])[CH3:2]. (9) Given the reactants CO[NH:3][C:4]([C:6]1[CH:11]=[CH:10][CH:9]=[C:8]([CH3:12])[N:7]=1)=[NH:5].[Cl-].[NH4+], predict the reaction product. The product is: [CH3:12][C:8]1[N:7]=[C:6]([C:4]([NH2:5])=[NH:3])[CH:11]=[CH:10][CH:9]=1.